This data is from Reaction yield outcomes from USPTO patents with 853,638 reactions. The task is: Predict the reaction yield, written as a fraction of the theoretical maximum amount of product (1.0 means a 100% yield; for example, 0.34 means a 34% yield). (1) The reactants are [CH2:1]([N:8]1[C:16]2[C:11](=[CH:12][C:13]([N+:17]([O-])=O)=[CH:14][CH:15]=2)[C:10]([C:20]2[CH:25]=[CH:24][CH:23]=[CH:22][CH:21]=2)=[C:9]1[C:26]([O:28][CH2:29][CH3:30])=[O:27])[C:2]1[CH:7]=[CH:6][CH:5]=[CH:4][CH:3]=1.NN. The catalyst is C(O)C.[Ni]. The product is [NH2:17][C:13]1[CH:12]=[C:11]2[C:16](=[CH:15][CH:14]=1)[N:8]([CH2:1][C:2]1[CH:7]=[CH:6][CH:5]=[CH:4][CH:3]=1)[C:9]([C:26]([O:28][CH2:29][CH3:30])=[O:27])=[C:10]2[C:20]1[CH:21]=[CH:22][CH:23]=[CH:24][CH:25]=1. The yield is 0.900. (2) The reactants are C1(C=CC(O)=CC=1)O.[CH3:9][C:10]([C:12]([CH3:14])=[CH2:13])=[CH2:11].[S:15](=[O:17])=[O:16]. The catalyst is CO. The product is [CH3:11][C:10]1[CH2:9][S:15](=[O:17])(=[O:16])[CH2:13][C:12]=1[CH3:14]. The yield is 0.720. (3) The reactants are Cl.Cl.[N:3]1[CH:8]=[CH:7][C:6]([C:9]([NH2:12])([CH3:11])[CH3:10])=[CH:5][CH:4]=1.CN(C(ON1N=NC2C=CC=NC1=2)=[N+](C)C)C.F[P-](F)(F)(F)(F)F.CCN(C(C)C)C(C)C.[F:46][C:47]1[CH:52]=[CH:51][C:50]([C:53]2[O:54][C:55]3[CH:65]=[CH:64][C:63]([C:66]4[CH:67]=[C:68]([CH:72]=[CH:73][CH:74]=4)[C:69](O)=[O:70])=[CH:62][C:56]=3[C:57]=2[C:58](=[O:61])[NH:59][CH3:60])=[CH:49][CH:48]=1. The product is [F:46][C:47]1[CH:52]=[CH:51][C:50]([C:53]2[O:54][C:55]3[CH:65]=[CH:64][C:63]([C:66]4[CH:74]=[CH:73][CH:72]=[C:68]([C:69](=[O:70])[NH:12][C:9]([C:6]5[CH:7]=[CH:8][N:3]=[CH:4][CH:5]=5)([CH3:11])[CH3:10])[CH:67]=4)=[CH:62][C:56]=3[C:57]=2[C:58]([NH:59][CH3:60])=[O:61])=[CH:49][CH:48]=1. The yield is 0.270. The catalyst is CN(C=O)C. (4) The reactants are C([O:4][CH2:5][CH2:6][CH:7]1[CH2:15][C:14]2[C:9](=[CH:10][C:11]([N+:20]([O-:22])=[O:21])=[C:12]([NH:16]C(=O)C)[CH:13]=2)[CH2:8]1)(=O)C.O.[CH]Cl. The catalyst is CO. The product is [NH2:16][C:12]1[CH:13]=[C:14]2[C:9](=[CH:10][C:11]=1[N+:20]([O-:22])=[O:21])[CH2:8][CH:7]([CH2:6][CH2:5][OH:4])[CH2:15]2. The yield is 1.00.